This data is from Catalyst prediction with 721,799 reactions and 888 catalyst types from USPTO. The task is: Predict which catalyst facilitates the given reaction. (1) Reactant: FC(F)(F)C(OC(=O)C(F)(F)F)=[O:4].[F:14][C:15]1[CH:16]=[C:17]([N:29]2[CH2:33][C@H:32]([CH2:34][NH:35][C:36](=[O:38])[CH3:37])[O:31][C:30]2=[O:39])[CH:18]=[C:19]([F:28])[C:20]=1[CH:21]1[CH2:26][CH2:25][S:24](=[O:27])[CH2:23][CH2:22]1.CN1CCOCC1. The catalyst class is: 4. Product: [O:27]=[S:24]1(=[O:4])[CH:25]=[CH:26][CH:21]([C:20]2[C:19]([F:28])=[CH:18][C:17]([N:29]3[CH2:33][C@H:32]([CH2:34][NH:35][C:36](=[O:38])[CH3:37])[O:31][C:30]3=[O:39])=[CH:16][C:15]=2[F:14])[CH2:22][CH2:23]1. (2) Reactant: [Cl:1][C:2]1[CH:3]=[C:4]([NH:17][C:18]2[C:27]3[C:22](=[CH:23][C:24](F)=[C:25]([N+:28]([O-:30])=[O:29])[CH:26]=3)[N:21]=[CH:20][N:19]=2)[CH:5]=[CH:6][C:7]=1[O:8][CH2:9][C:10]1[CH:15]=[CH:14][CH:13]=[C:12]([F:16])[CH:11]=1.[CH3:32][CH2:33][O-:34].[Na+].O. Product: [Cl:1][C:2]1[CH:3]=[C:4]([NH:17][C:18]2[C:27]3[C:22](=[CH:23][C:24]([O:34][CH2:33][CH3:32])=[C:25]([N+:28]([O-:30])=[O:29])[CH:26]=3)[N:21]=[CH:20][N:19]=2)[CH:5]=[CH:6][C:7]=1[O:8][CH2:9][C:10]1[CH:15]=[CH:14][CH:13]=[C:12]([F:16])[CH:11]=1. The catalyst class is: 14. (3) Reactant: [CH2:1]([O:3][C:4](=[O:24])[CH2:5][N:6]1[CH:11]=[CH:10][N:9]=[C:8]([NH:12][CH2:13][C:14]([F:22])([F:21])[C:15]2[CH:20]=[CH:19][CH:18]=[CH:17][N:16]=2)[C:7]1=[O:23])[CH3:2].[Cl:25]N1C(=O)CCC1=O. Product: [CH2:1]([O:3][C:4](=[O:24])[CH2:5][N:6]1[C:11]([Cl:25])=[CH:10][N:9]=[C:8]([NH:12][CH2:13][C:14]([F:21])([F:22])[C:15]2[CH:20]=[CH:19][CH:18]=[CH:17][N:16]=2)[C:7]1=[O:23])[CH3:2]. The catalyst class is: 26. (4) Reactant: [CH3:1][C:2]([C:4]1[CH:9]=[CH:8][C:7](F)=[C:6]([N+:11]([O-:13])=[O:12])[CH:5]=1)=[O:3].[NH2:14][C:15]1[CH:16]=[C:17]([N:21]2[CH2:26][CH2:25][N:24]([C:27](=[O:29])[CH3:28])[CH2:23][CH2:22]2)[CH:18]=[CH:19][CH:20]=1.C(N(CC)CC)C. Product: [C:27]([N:24]1[CH2:23][CH2:22][N:21]([C:17]2[CH:16]=[C:15]([NH:14][C:7]3[CH:8]=[CH:9][C:4]([C:2](=[O:3])[CH3:1])=[CH:5][C:6]=3[N+:11]([O-:13])=[O:12])[CH:20]=[CH:19][CH:18]=2)[CH2:26][CH2:25]1)(=[O:29])[CH3:28]. The catalyst class is: 60. (5) Reactant: [C:1]([C:3]1[N:8]=[C:7]([NH:9][C:10]2[N:15]=[C:14]([N:16]([CH:26]3[CH2:28][CH2:27]3)CC3C=CC(OC)=CC=3)[C:13]3=[N:29][CH:30]=[C:31]([C:32]#[N:33])[N:12]3[N:11]=2)[CH:6]=[CH:5][CH:4]=1)#[N:2].C1(OC)C=CC=CC=1.C(O)(C(F)(F)F)=O. Product: [C:1]([C:3]1[N:8]=[C:7]([NH:9][C:10]2[N:15]=[C:14]([NH:16][CH:26]3[CH2:27][CH2:28]3)[C:13]3=[N:29][CH:30]=[C:31]([C:32]#[N:33])[N:12]3[N:11]=2)[CH:6]=[CH:5][CH:4]=1)#[N:2]. The catalyst class is: 4. (6) Reactant: C([O-])([O-])=O.[K+].[K+].I[CH2:8][CH3:9].[CH3:10][O:11][C:12](=[O:24])[C:13]1[CH:22]=[C:21]([OH:23])[CH:20]=[C:15]([C:16]([O:18][CH3:19])=[O:17])[CH:14]=1. Product: [CH3:19][O:18][C:16](=[O:17])[C:15]1[CH:20]=[C:21]([O:23][CH2:8][CH3:9])[CH:22]=[C:13]([C:12]([O:11][CH3:10])=[O:24])[CH:14]=1. The catalyst class is: 21. (7) Reactant: Cl[C:2]1[C:7]([C:8]#[N:9])=[C:6]([NH:10][CH2:11][CH2:12][OH:13])[N:5]=[C:4]([NH:14][CH2:15][CH2:16][OH:17])[N:3]=1.[C:18]1([N:24]2[CH2:29][CH2:28][NH:27][CH2:26][CH2:25]2)[CH:23]=[CH:22][CH:21]=[CH:20][CH:19]=1.C(N(C(C)C)C(C)C)C. Product: [OH:17][CH2:16][CH2:15][NH:14][C:4]1[N:5]=[C:6]([NH:10][CH2:11][CH2:12][OH:13])[C:7]([C:8]#[N:9])=[C:2]([N:27]2[CH2:28][CH2:29][N:24]([C:18]3[CH:23]=[CH:22][CH:21]=[CH:20][CH:19]=3)[CH2:25][CH2:26]2)[N:3]=1. The catalyst class is: 9. (8) Reactant: [Cl:1][C:2]1[CH:7]=[CH:6][C:5]([CH2:8][CH2:9][N:10]([CH2:12][C:13](O)=[O:14])[CH3:11])=[C:4]([N+:16]([O-])=O)[CH:3]=1.[H][H].C1(N=C=NC2CCCCC2)CCCCC1. Product: [Cl:1][C:2]1[CH:7]=[CH:6][C:5]2[CH2:8][CH2:9][N:10]([CH3:11])[CH2:12][C:13](=[O:14])[NH:16][C:4]=2[CH:3]=1. The catalyst class is: 465. (9) Reactant: [F:1][C:2]([F:14])([F:13])[C:3]1[CH:4]=[CH:5][C:6]2[S:10][C:9](=[O:11])[NH:8][C:7]=2[CH:12]=1.N([CH2:18][CH2:19][CH2:20][CH2:21][CH2:22][CH3:23])=C=O. Product: [O:11]=[C:9]1[NH:8][C:7]2[CH:12]=[C:3]([C:2]([F:14])([F:1])[F:13])[CH:4]=[CH:5][C:6]=2[S:10]1.[CH3:23][CH2:22][CH:21]([C:9]([NH2:8])=[O:11])[CH2:20][CH2:19][CH3:18]. The catalyst class is: 12. (10) Reactant: [Cl:1][C:2]1[CH:3]=[C:4]([S:19](Cl)(=[O:21])=[O:20])[C:5]([C:8]2[C:9]([S:15](Cl)(=[O:17])=[O:16])=[CH:10][C:11]([Cl:14])=[CH:12][CH:13]=2)=[CH:6][CH:7]=1.[CH:23]1[CH:28]=[CH:27][CH:26]=[CH:25][CH:24]=1.[Cl-].[Al+3].[Cl-].[Cl-].Cl. Product: [C:23]1([S:19]([C:4]2[CH:3]=[C:2]([Cl:1])[CH:7]=[CH:6][C:5]=2[C:8]2[CH:13]=[CH:12][C:11]([Cl:14])=[CH:10][C:9]=2[S:15]([C:2]2[CH:3]=[CH:4][CH:5]=[CH:6][CH:7]=2)(=[O:17])=[O:16])(=[O:21])=[O:20])[CH:28]=[CH:27][CH:26]=[CH:25][CH:24]=1. The catalyst class is: 463.